This data is from Forward reaction prediction with 1.9M reactions from USPTO patents (1976-2016). The task is: Predict the product of the given reaction. (1) Given the reactants [Cl-].[NH4+].[Br:3][C:4]1[CH:5]=[C:6]([N+:11]([O-])=O)[C:7]([CH3:10])=[N:8][CH:9]=1, predict the reaction product. The product is: [Br:3][C:4]1[CH:5]=[C:6]([NH2:11])[C:7]([CH3:10])=[N:8][CH:9]=1. (2) The product is: [CH3:34][C:24]1[CH:29]=[CH:28][C:27]([S:30]([NH:1][C:2]2[CH:7]=[CH:6][CH:5]=[CH:4][C:3]=2[NH:8][C:9]([NH:11][C:12]2[CH:17]=[CH:16][CH:15]=[CH:14][CH:13]=2)=[O:10])(=[O:32])=[O:31])=[CH:26][CH:25]=1. Given the reactants [NH2:1][C:2]1[CH:7]=[CH:6][CH:5]=[CH:4][C:3]=1[NH:8][C:9]([NH:11][C:12]1[CH:17]=[CH:16][CH:15]=[CH:14][CH:13]=1)=[O:10].N1C=CC=CC=1.[C:24]1([CH3:34])[CH:29]=[CH:28][C:27]([S:30](Cl)(=[O:32])=[O:31])=[CH:26][CH:25]=1, predict the reaction product. (3) Given the reactants [C:1]([O:5][C:6]([NH:8][C@@H:9]1[CH2:11][C@H:10]1[C:12]1[S:16][CH:15]=[C:14]([C:17]([OH:19])=O)[CH:13]=1)=[O:7])([CH3:4])([CH3:3])[CH3:2].[O:20]1[CH2:25][CH2:24][CH:23]([NH2:26])[CH2:22][CH2:21]1.C(N(CC)CC)C.F[P-](F)(F)(F)(F)F.N1(OC(N(C)C)=[N+](C)C)C2N=CC=CC=2N=N1, predict the reaction product. The product is: [C:1]([O:5][C:6](=[O:7])[NH:8][CH:9]1[CH2:11][CH:10]1[C:12]1[S:16][CH:15]=[C:14]([C:17](=[O:19])[NH:26][CH:23]2[CH2:24][CH2:25][O:20][CH2:21][CH2:22]2)[CH:13]=1)([CH3:2])([CH3:3])[CH3:4].